Dataset: Forward reaction prediction with 1.9M reactions from USPTO patents (1976-2016). Task: Predict the product of the given reaction. (1) The product is: [CH:23]1([C:22]2[C:17]([N:14]3[CH2:15][CH2:16][N:11]([C:9]([C:5]4[CH:4]=[CH:3][C:2]([N:29]5[CH2:33][CH2:32][CH2:31][C:30]5=[O:34])=[N:7][C:6]=4[CH3:8])=[O:10])[CH2:12][CH2:13]3)=[N:18][CH:19]=[C:20]([CH:26]3[CH2:28][CH2:27]3)[CH:21]=2)[CH2:25][CH2:24]1. Given the reactants Br[C:2]1[N:7]=[C:6]([CH3:8])[C:5]([C:9]([N:11]2[CH2:16][CH2:15][N:14]([C:17]3[C:22]([CH:23]4[CH2:25][CH2:24]4)=[CH:21][C:20]([CH:26]4[CH2:28][CH2:27]4)=[CH:19][N:18]=3)[CH2:13][CH2:12]2)=[O:10])=[CH:4][CH:3]=1.[NH:29]1[CH2:33][CH2:32][CH2:31][C:30]1=[O:34], predict the reaction product. (2) Given the reactants [OH-].[Na+].[CH3:3][O:4][C:5](=[O:40])[CH2:6][C:7]1[CH:8]=[C:9](C2C=CC(C(CC)(C3C=CC(/C=C/C(CC)(O)CC)=C(C)C=3)CC)=CC=2)[CH:10]=[C:11]([F:13])[CH:12]=1.[Cl-:41].[NH4+], predict the reaction product. The product is: [CH3:3][O:4][C:5](=[O:40])[CH2:6][C:7]1[CH:12]=[C:11]([F:13])[CH:10]=[C:9]([Cl:41])[CH:8]=1.